Dataset: Full USPTO retrosynthesis dataset with 1.9M reactions from patents (1976-2016). Task: Predict the reactants needed to synthesize the given product. The reactants are: C([O:4][C:5]1[CH:14]=[C:13]2[C:8]([C:9](=[O:26])[C:10]([CH3:25])=[C:11]([CH:15]3[CH2:20][CH2:19][N:18]([C:21](=[O:24])[CH2:22][CH3:23])[CH2:17][CH2:16]3)[O:12]2)=[CH:7][CH:6]=1)C=C.Cl.CN(C)[C:30]1[CH:35]=CC=C[CH:31]=1. Given the product [CH2:35]([C:14]1[C:5]([OH:4])=[CH:6][CH:7]=[C:8]2[C:13]=1[O:12][C:11]([CH:15]1[CH2:20][CH2:19][N:18]([C:21](=[O:24])[CH2:22][CH3:23])[CH2:17][CH2:16]1)=[C:10]([CH3:25])[C:9]2=[O:26])[CH:30]=[CH2:31], predict the reactants needed to synthesize it.